Dataset: Drug-target binding data from BindingDB using Ki measurements. Task: Regression. Given a target protein amino acid sequence and a drug SMILES string, predict the binding affinity score between them. We predict pKi (pKi = -log10(Ki in M); higher means stronger inhibition). Dataset: bindingdb_ki. The pKi is 7.8. The target protein (P28845) has sequence MAFMKKYLLPILGLFMAYYYYSANEEFRPEMLQGKKVIVTGASKGIGREMAYHLAKMGAHVVVTARSKETLQKVVSHCLELGAASAHYIAGTMEDMTFAEQFVAQAGKLMGGLDMLILNHITNTSLNLFHDDIHHVRKSMEVNFLSYVVLTVAALPMLKQSNGSIVVVSSLAGKVAYPMVAAYSASKFALDGFFSSIRKEYSVSRVNVSITLCVLGLIDTETAMKAVSGIVHMQAAPKEECALEIIKGGALRQEEVYYDSSLWTTLLIRNPCRKILEFLYSTSYNMDRFINK. The drug is CCN(C(=O)CN1CCc2conc2CC1)C1CCCCC1.